From a dataset of Full USPTO retrosynthesis dataset with 1.9M reactions from patents (1976-2016). Predict the reactants needed to synthesize the given product. (1) Given the product [CH:18]1([NH:17][C:15](=[O:16])[CH:14]([N:5]([C:6]2[CH:11]=[CH:10][C:9]([F:12])=[C:8]([F:13])[CH:7]=2)[C:3](=[O:4])[CH2:2][N:34]2[C:33]([Cl:32])=[C:37]([Cl:38])[N:36]=[CH:35]2)[C:24]2[CH:29]=[CH:28][C:27]([F:30])=[CH:26][C:25]=2[F:31])[CH2:23][CH2:22][CH2:21][CH2:20][CH2:19]1, predict the reactants needed to synthesize it. The reactants are: Cl[CH2:2][C:3]([N:5]([CH:14]([C:24]1[CH:29]=[CH:28][C:27]([F:30])=[CH:26][C:25]=1[F:31])[C:15]([NH:17][CH:18]1[CH2:23][CH2:22][CH2:21][CH2:20][CH2:19]1)=[O:16])[C:6]1[CH:11]=[CH:10][C:9]([F:12])=[C:8]([F:13])[CH:7]=1)=[O:4].[Cl:32][C:33]1[N:34]=[CH:35][NH:36][C:37]=1[Cl:38].CCN(CC)CC. (2) Given the product [C:1]([O:5][C:6](=[O:30])[CH2:7][C:8]1([C:13]2[CH:18]=[CH:17][C:16]([NH:19][CH3:20])=[CH:15][CH:14]=2)[CH2:12][CH2:11][CH2:10][CH2:9]1)([CH3:3])([CH3:4])[CH3:2], predict the reactants needed to synthesize it. The reactants are: [C:1]([O:5][C:6](=[O:30])[CH2:7][C:8]1([C:13]2[CH:18]=[CH:17][C:16]([NH:19][CH2:20]N3C4C=CC=CC=4N=N3)=[CH:15][CH:14]=2)[CH2:12][CH2:11][CH2:10][CH2:9]1)([CH3:4])([CH3:3])[CH3:2].[BH4-].[Na+]. (3) Given the product [CH2:1]([O:3][C:4]([C:5]1[CH:19]=[C:18]2[N:7]([N:6]=1)[C:8]1[CH:13]=[C:12]([Br:14])[CH:11]=[CH:10][C:9]=1[O:15][CH2:16][CH2:17]2)=[O:21])[CH3:2], predict the reactants needed to synthesize it. The reactants are: [CH2:1]([O:3][C:4](=[O:21])[C:5](Cl)=[N:6][NH:7][C:8]1[CH:13]=[C:12]([Br:14])[CH:11]=[CH:10][C:9]=1[O:15][CH2:16][CH2:17][C:18]#[CH:19])[CH3:2].C(N(CC)CC)C. (4) The reactants are: [CH2:1]([O:3][CH2:4][O:5][C:6]1[CH:7]=[CH:8][C:9]2[O:13][C:12](B(O)O)=[CH:11][C:10]=2[CH:17]=1)[CH3:2].[C:18]([O:22][C:23](=[O:36])[N:24]([C:26]1[C:27]([N+:33]([O-:35])=[O:34])=[N:28][C:29](Br)=[CH:30][CH:31]=1)[CH3:25])([CH3:21])([CH3:20])[CH3:19].CCN(CC)CC. Given the product [C:18]([O:22][C:23](=[O:36])[N:24]([C:26]1[C:27]([N+:33]([O-:35])=[O:34])=[N:28][C:29]([C:12]2[O:13][C:9]3[CH:8]=[CH:7][C:6]([O:5][CH2:4][O:3][CH2:1][CH3:2])=[CH:17][C:10]=3[CH:11]=2)=[CH:30][CH:31]=1)[CH3:25])([CH3:21])([CH3:19])[CH3:20], predict the reactants needed to synthesize it. (5) Given the product [C:18]([O:17][C:15]([N:22]1[CH2:27][CH2:26][CH:25]([NH:28][C:12]([NH:11][C:2]2[CH:3]=[CH:4][C:5]3[C:10](=[CH:9][CH:8]=[CH:7][CH:6]=3)[CH:1]=2)=[O:13])[CH2:24][CH2:23]1)=[O:16])([CH3:21])([CH3:19])[CH3:20], predict the reactants needed to synthesize it. The reactants are: [CH:1]1[C:10]2[C:5](=[CH:6][CH:7]=[CH:8][CH:9]=2)[CH:4]=[CH:3][C:2]=1[N:11]=[C:12]=[O:13].Cl.[C:15]([N:22]1[CH2:27][CH2:26][CH:25]([NH2:28])[CH2:24][CH2:23]1)([O:17][C:18]([CH3:21])([CH3:20])[CH3:19])=[O:16].C(N(CC)CC)C. (6) Given the product [C:2]([C:4]1[NH:8][CH:7]=[C:6]([C:9]([O:11][CH2:12][CH3:13])=[O:10])[C:5]=1[C:14]1[CH:19]=[CH:18][C:17]([N+:20]([O-:22])=[O:21])=[C:16]([F:23])[CH:15]=1)#[N:1], predict the reactants needed to synthesize it. The reactants are: [NH2:1][C:2]([C:4]1[NH:8][CH:7]=[C:6]([C:9]([O:11][CH2:12][CH3:13])=[O:10])[C:5]=1[C:14]1[CH:19]=[CH:18][C:17]([N+:20]([O-:22])=[O:21])=[C:16]([F:23])[CH:15]=1)=O.